Dataset: Catalyst prediction with 721,799 reactions and 888 catalyst types from USPTO. Task: Predict which catalyst facilitates the given reaction. (1) Reactant: C([S:20][CH2:21][CH2:22][C:23]([O:25][CH2:26][CH2:27][CH2:28][CH2:29][CH2:30][CH2:31][CH2:32][CH2:33][CH2:34][CH2:35][CH2:36][O:37][C:38]1[CH:43]=[CH:42][C:41]([CH3:44])=[CH:40][CH:39]=1)=[O:24])(C1C=CC=CC=1)(C1C=CC=CC=1)C1C=CC=CC=1.C([SiH](CC)CC)C. Product: [SH:20][CH2:21][CH2:22][C:23]([O:25][CH2:26][CH2:27][CH2:28][CH2:29][CH2:30][CH2:31][CH2:32][CH2:33][CH2:34][CH2:35][CH2:36][O:37][C:38]1[CH:39]=[CH:40][C:41]([CH3:44])=[CH:42][CH:43]=1)=[O:24]. The catalyst class is: 55. (2) Reactant: [N:1]1([C:7]([CH:9]2[NH:14][CH2:13][CH2:12][N:11]([CH:15]3[CH2:20][CH2:19][N:18]([C:21]([O:23][C:24]([CH3:27])([CH3:26])[CH3:25])=[O:22])[CH2:17][CH2:16]3)[CH2:10]2)=[O:8])[CH2:6][CH2:5][O:4][CH2:3][CH2:2]1.C(N(CC)CC)C.[F:35][C:36]([F:47])([F:46])[C:37](O[C:37](=[O:38])[C:36]([F:47])([F:46])[F:35])=[O:38]. Product: [N:1]1([C:7]([CH:9]2[N:14]([C:37](=[O:38])[C:36]([F:47])([F:46])[F:35])[CH2:13][CH2:12][N:11]([CH:15]3[CH2:16][CH2:17][N:18]([C:21]([O:23][C:24]([CH3:27])([CH3:26])[CH3:25])=[O:22])[CH2:19][CH2:20]3)[CH2:10]2)=[O:8])[CH2:6][CH2:5][O:4][CH2:3][CH2:2]1. The catalyst class is: 1. (3) Reactant: [H-].[Na+].[CH2:3]([N:10]1[C:18]2[C:13](=[CH:14][CH:15]=[CH:16][CH:17]=2)[C:12]([CH2:19][OH:20])=[N:11]1)[C:4]1[CH:9]=[CH:8][CH:7]=[CH:6][CH:5]=1.[Cl:21]C1C=CC(CCl)=CC=1.O. Product: [Cl:21][C:7]1[CH:6]=[CH:5][C:4]([CH2:3][N:10]2[C:18]3[C:13](=[CH:14][CH:15]=[CH:16][CH:17]=3)[C:12]([CH2:19][OH:20])=[N:11]2)=[CH:9][CH:8]=1. The catalyst class is: 11. (4) The catalyst class is: 1. Reactant: [C:1]([O:7][C:8]([CH3:11])([CH3:10])[CH3:9])(=[O:6])[C:2]([O:4]C)=O.[CH2:12]([O:19][CH2:20][C:21]([O:23][CH3:24])=[O:22])[C:13]1[CH:18]=[CH:17][CH:16]=[CH:15][CH:14]=1.[Li+].CC([N-]C(C)C)C.[Li]CCCC.C(NC(C)C)(C)C.Cl. Product: [CH2:12]([O:19]/[C:20](=[C:2](/[OH:4])\[C:1]([O:7][C:8]([CH3:11])([CH3:10])[CH3:9])=[O:6])/[C:21]([O:23][CH3:24])=[O:22])[C:13]1[CH:18]=[CH:17][CH:16]=[CH:15][CH:14]=1. (5) Reactant: [CH3:1][O:2][C:3]1[CH:4]=[C:5]2[C:10](=[CH:11][C:12]=1[O:13][CH3:14])[N:9]=[CH:8][CH:7]=[C:6]2[O:15][C:16]1[CH:22]=[CH:21][C:19]([NH2:20])=[C:18]([O:23][CH3:24])[CH:17]=1.C(N(CC)CC)C.ClC(Cl)(O[C:36](=[O:42])OC(Cl)(Cl)Cl)Cl.[N:44]1([CH2:50][CH2:51][NH2:52])[CH2:49][CH2:48][CH2:47][CH2:46][CH2:45]1. The catalyst class is: 146. Product: [CH3:1][O:2][C:3]1[CH:4]=[C:5]2[C:10](=[CH:11][C:12]=1[O:13][CH3:14])[N:9]=[CH:8][CH:7]=[C:6]2[O:15][C:16]1[CH:22]=[CH:21][C:19]([NH:20][C:36]([NH:52][CH2:51][CH2:50][N:44]2[CH2:49][CH2:48][CH2:47][CH2:46][CH2:45]2)=[O:42])=[C:18]([O:23][CH3:24])[CH:17]=1.